The task is: Predict the reaction yield, written as a fraction of the theoretical maximum amount of product (1.0 means a 100% yield; for example, 0.34 means a 34% yield).. This data is from Reaction yield outcomes from USPTO patents with 853,638 reactions. The reactants are [F:1][C:2]1[CH:13]=[C:12]([N+:14]([O-])=O)[CH:11]=[CH:10][C:3]=1[CH2:4][NH:5][S:6]([CH3:9])(=[O:8])=[O:7].[H][H]. The catalyst is O1CCCC1.C(O)C.[Pd]. The product is [NH2:14][C:12]1[CH:11]=[CH:10][C:3]([CH2:4][NH:5][S:6]([CH3:9])(=[O:8])=[O:7])=[C:2]([F:1])[CH:13]=1. The yield is 0.820.